This data is from Forward reaction prediction with 1.9M reactions from USPTO patents (1976-2016). The task is: Predict the product of the given reaction. Given the reactants [CH3:1][O:2][C:3]1[CH:29]=[CH:28][C:6]([CH2:7][NH:8][C:9]2[CH:14]=[CH:13][C:12]([N+:15]([O-])=O)=[C:11]([S:18][CH2:19][C:20]3[CH:25]=[CH:24][C:23]([O:26][CH3:27])=[CH:22][CH:21]=3)[N:10]=2)=[CH:5][CH:4]=1.[Cl-].[NH4+], predict the reaction product. The product is: [CH3:1][O:2][C:3]1[CH:4]=[CH:5][C:6]([CH2:7][NH:8][C:9]2[CH:14]=[CH:13][C:12]([NH2:15])=[C:11]([S:18][CH2:19][C:20]3[CH:25]=[CH:24][C:23]([O:26][CH3:27])=[CH:22][CH:21]=3)[N:10]=2)=[CH:28][CH:29]=1.